From a dataset of Forward reaction prediction with 1.9M reactions from USPTO patents (1976-2016). Predict the product of the given reaction. (1) Given the reactants [C:1]([O:5][C:6]([C:8]1[S:9][C:10]([CH2:13][NH:14][CH2:15][CH:16]([CH3:18])[CH3:17])=[CH:11][CH:12]=1)=[O:7])([CH3:4])([CH3:3])[CH3:2].N1([C:24]([NH:26][CH2:27][CH:28]=[CH2:29])=[O:25])C=CN=C1.C(N(CC)C(C)C)(C)C, predict the reaction product. The product is: [C:1]([O:5][C:6]([C:8]1[S:9][C:10]([CH2:13][N:14]([C:24](=[O:25])[NH:26][CH2:27][CH:28]=[CH2:29])[CH2:15][CH:16]([CH3:18])[CH3:17])=[CH:11][CH:12]=1)=[O:7])([CH3:4])([CH3:3])[CH3:2]. (2) Given the reactants [CH2:1]([NH:3][C:4]1[N:9]=[C:8]([C:10]2[O:14][N:13]=[C:12]([C:15]3[CH:26]=[C:25]([CH3:27])[C:18]([O:19][CH2:20][CH:21]([OH:24])[CH2:22][OH:23])=[C:17]([CH3:28])[CH:16]=3)[N:11]=2)[CH:7]=[C:6]([CH3:29])[N:5]=1)[CH3:2].[CH2:30](CNC1N=C(C(O)=O)C=C(C)N=1)C, predict the reaction product. The product is: [CH2:1]([N:3]([CH3:30])[C:4]1[N:9]=[C:8]([C:10]2[O:14][N:13]=[C:12]([C:15]3[CH:26]=[C:25]([CH3:27])[C:18]([O:19][CH2:20][CH:21]([OH:24])[CH2:22][OH:23])=[C:17]([CH3:28])[CH:16]=3)[N:11]=2)[CH:7]=[C:6]([CH3:29])[N:5]=1)[CH3:2]. (3) Given the reactants [Cl-].O[NH3+:3].[C:4](=[O:7])([O-])[OH:5].[Na+].CS(C)=O.[CH3:13][C:14]1[N:45]=[C:17]2[N:18]([CH:41]([CH3:44])[CH2:42][CH3:43])[C:19](=[O:40])[C:20]([CH2:25][C:26]3[CH:31]=[CH:30][C:29]([C:32]4[C:33]([C:38]#[N:39])=[CH:34][CH:35]=[CH:36][CH:37]=4)=[CH:28][CH:27]=3)=[C:21]([CH2:22][CH2:23][CH3:24])[N:16]2[N:15]=1, predict the reaction product. The product is: [CH3:13][C:14]1[N:45]=[C:17]2[N:18]([CH:41]([CH3:44])[CH2:42][CH3:43])[C:19](=[O:40])[C:20]([CH2:25][C:26]3[CH:31]=[CH:30][C:29]([C:32]4[CH:37]=[CH:36][CH:35]=[CH:34][C:33]=4[C:38]4[NH:3][C:4](=[O:7])[O:5][N:39]=4)=[CH:28][CH:27]=3)=[C:21]([CH2:22][CH2:23][CH3:24])[N:16]2[N:15]=1. (4) Given the reactants [NH2:1][C:2]1[CH:10]=[CH:9][C:5]2[NH:6][CH:7]=[N:8][C:4]=2[CH:3]=1.[N:11]([CH2:14][CH2:15][C:16]1[CH:21]=[CH:20][CH:19]=[CH:18][CH:17]=1)=[C:12]=[S:13], predict the reaction product. The product is: [NH:6]1[C:5]2[CH:9]=[CH:10][C:2]([NH:1][C:12]([NH:11][CH2:14][CH2:15][C:16]3[CH:21]=[CH:20][CH:19]=[CH:18][CH:17]=3)=[S:13])=[CH:3][C:4]=2[N:8]=[CH:7]1. (5) Given the reactants [CH2:1]([O:3][C:4]1[CH:9]=[CH:8][N:7]=[C:6]([C:10]2[C:14]3[C:15]([NH:19][CH:20]4[CH2:25][CH2:24][O:23][CH2:22][CH2:21]4)=[N:16][CH:17]=[CH:18][C:13]=3[N:12](CC3C=CC(OC)=CC=3)[N:11]=2)[CH:5]=1)[CH3:2].ClC1C=CN=C(C2C3C(NC4CCOCC4)=NC=CC=3N(CC3C=CC(OC)=CC=3)N=2)C=1.C([O-])C.[Na+], predict the reaction product. The product is: [CH2:1]([O:3][C:4]1[CH:9]=[CH:8][N:7]=[C:6]([C:10]2[C:14]3[C:15]([NH:19][CH:20]4[CH2:25][CH2:24][O:23][CH2:22][CH2:21]4)=[N:16][CH:17]=[CH:18][C:13]=3[NH:12][N:11]=2)[CH:5]=1)[CH3:2]. (6) Given the reactants [Cl:1][C:2]1[CH:7]=[C:6]([N+:8]([O-])=O)[CH:5]=[C:4]([Cl:11])[C:3]=1[C:12]1[CH:17]=[CH:16][C:15]([F:18])=[CH:14][CH:13]=1.[Cl-].[NH4+].O, predict the reaction product. The product is: [Cl:1][C:2]1[CH:7]=[C:6]([NH2:8])[CH:5]=[C:4]([Cl:11])[C:3]=1[C:12]1[CH:13]=[CH:14][C:15]([F:18])=[CH:16][CH:17]=1. (7) The product is: [CH3:1][C:2]1[CH:7]=[CH:6][C:5]([S:26][C:22]2[CH:21]=[C:20]([CH3:19])[CH:25]=[CH:24][CH:23]=2)=[C:4]([N+:16]([O-:18])=[O:17])[CH:3]=1. Given the reactants [CH3:1][C:2]1[CH:7]=[CH:6][C:5](OS(C(F)(F)F)(=O)=O)=[C:4]([N+:16]([O-:18])=[O:17])[CH:3]=1.[CH3:19][C:20]1[CH:21]=[C:22]([SH:26])[CH:23]=[CH:24][CH:25]=1, predict the reaction product.